Dataset: Catalyst prediction with 721,799 reactions and 888 catalyst types from USPTO. Task: Predict which catalyst facilitates the given reaction. (1) Reactant: [N:1]([CH2:4][C:5]([C:8]1[CH:13]=[CH:12][CH:11]=[CH:10][N:9]=1)([F:7])[F:6])=[N+]=[N-].[N-]=[N+]=[N-]. Product: [F:7][C:5]([F:6])([C:8]1[CH:13]=[CH:12][CH:11]=[CH:10][N:9]=1)[CH2:4][NH2:1]. The catalyst class is: 78. (2) Reactant: Br[C:2]1[C:3]([CH3:20])=[C:4]([CH:17]=[CH:18][CH:19]=1)[C:5]([NH:7][CH2:8][CH2:9][CH2:10][CH2:11][CH2:12][C:13]([O:15][CH3:16])=[O:14])=[O:6].C(=O)([O-])[O-].[Na+].[Na+].[CH3:27][O:28][C:29]1[CH:34]=[C:33]([O:35][CH3:36])[CH:32]=[CH:31][C:30]=1B(O)O. Product: [CH3:20][C:3]1[C:2]([C:32]2[CH:31]=[CH:30][C:29]([O:28][CH3:27])=[CH:34][C:33]=2[O:35][CH3:36])=[CH:19][CH:18]=[CH:17][C:4]=1[C:5]([NH:7][CH2:8][CH2:9][CH2:10][CH2:11][CH2:12][C:13]([O:15][CH3:16])=[O:14])=[O:6]. The catalyst class is: 38.